From a dataset of Volume of distribution at steady state (VDss) regression data from Lombardo et al.. Regression/Classification. Given a drug SMILES string, predict its absorption, distribution, metabolism, or excretion properties. Task type varies by dataset: regression for continuous measurements (e.g., permeability, clearance, half-life) or binary classification for categorical outcomes (e.g., BBB penetration, CYP inhibition). For this dataset (vdss_lombardo), we predict log10(VDss) (log10 of volume of distribution in L/kg). (1) The drug is COP(=O)(c1cc(C)cc(/C=C\C#N)c1)c1c(C(N)=O)[nH]c2ccc(Cl)c(F)c12. The log10(VDss) is -0.0100. (2) The compound is Cc1cccnc1NS(=O)(=O)c1ccc(C#Cc2ccc(O)c(C(=O)[O-])c2)cc1. The log10(VDss) is -1.00. (3) The molecule is CC(C)(C)[NH2+]CC(O)c1ccc(O)c(CO)c1. The log10(VDss) is 0.280. (4) The drug is CC(=O)Oc1ccc2c3c1OC1C(OC(C)=O)C=CC4C(C2)[NH+](C)CCC341. The log10(VDss) is 0.120.